Dataset: Full USPTO retrosynthesis dataset with 1.9M reactions from patents (1976-2016). Task: Predict the reactants needed to synthesize the given product. (1) The reactants are: C[O:2][C:3](=[O:36])[CH2:4][O:5][C:6]1[CH:14]=[CH:13][C:12]([S:15][CH2:16][C:17]2[CH:22]=[CH:21][C:20]([O:23][CH2:24][C:25]3[CH:30]=[CH:29][C:28]([O:31][C:32]([F:35])([F:34])[F:33])=[CH:27][CH:26]=3)=[CH:19][CH:18]=2)=[C:11]2[C:7]=1[CH2:8][CH2:9][CH2:10]2.[K+].[Br-]. Given the product [F:34][C:32]([F:33])([F:35])[O:31][C:28]1[CH:29]=[CH:30][C:25]([CH2:24][O:23][C:20]2[CH:19]=[CH:18][C:17]([CH2:16][S:15][C:12]3[CH:13]=[CH:14][C:6]([O:5][CH2:4][C:3]([OH:36])=[O:2])=[C:7]4[C:11]=3[CH2:10][CH2:9][CH2:8]4)=[CH:22][CH:21]=2)=[CH:26][CH:27]=1, predict the reactants needed to synthesize it. (2) Given the product [Cl:22][C:23]1[CH:24]=[C:25]([N:16]=[N:9][C:6]2[CH:7]=[CH:8][C:3]([O:2][CH3:1])=[CH:4][CH:5]=2)[C:26]([OH:31])=[C:27]([CH2:29][OH:30])[CH:28]=1, predict the reactants needed to synthesize it. The reactants are: [CH3:1][O:2][C:3]1[CH:8]=[CH:7][C:6]([NH2:9])=[CH:5][CH:4]=1.Cl.N([O-])=O.[Na+].S(=O)(=O)(O)[NH2:16].[OH-].[Na+].[Cl:22][C:23]1[CH:24]=[C:25](CO)[C:26]([OH:31])=[C:27]([CH2:29][OH:30])[CH:28]=1.